Dataset: Full USPTO retrosynthesis dataset with 1.9M reactions from patents (1976-2016). Task: Predict the reactants needed to synthesize the given product. (1) Given the product [CH3:3][C:2]([C:4]([O:6][CH2:7][CH2:8][N:9]([CH3:11])[CH3:10])=[O:5])=[CH2:1].[CH3:14][C:13]([C:15]([O:17][CH2:18][CH2:19][OH:20])=[O:16])=[CH2:12], predict the reactants needed to synthesize it. The reactants are: [CH3:1][C:2]([C:4]([O:6][CH2:7][CH2:8][N:9]([CH3:11])[CH3:10])=[O:5])=[CH2:3].[CH3:12][C:13]([C:15]([O:17][CH2:18][CH2:19][OH:20])=[O:16])=[CH2:14]. (2) The reactants are: Cl[C:2]1[CH:7]=[CH:6][N:5]=[C:4]2[CH:8]=[C:9]([C:11]3[N:16]=[C:15]([C:17]([N:19]4[CH2:24][CH2:23][O:22][CH2:21][CH2:20]4)=[O:18])[CH:14]=[CH:13][CH:12]=3)[S:10][C:3]=12.[CH3:25][C:26]1[NH:27][C:28]2[C:33]([CH:34]=1)=[CH:32][C:31]([NH2:35])=[CH:30][CH:29]=2. Given the product [CH3:25][C:26]1[NH:27][C:28]2[C:33]([CH:34]=1)=[CH:32][C:31]([NH:35][C:2]1[CH:7]=[CH:6][N:5]=[C:4]3[CH:8]=[C:9]([C:11]4[N:16]=[C:15]([C:17]([N:19]5[CH2:24][CH2:23][O:22][CH2:21][CH2:20]5)=[O:18])[CH:14]=[CH:13][CH:12]=4)[S:10][C:3]=13)=[CH:30][CH:29]=2, predict the reactants needed to synthesize it. (3) Given the product [F:1][C:2]1[CH:3]=[C:4]([C:9]2([OH:13])[CH2:12][N:11]([CH2:15][CH3:16])[CH2:10]2)[CH:5]=[CH:6][C:7]=1[F:8], predict the reactants needed to synthesize it. The reactants are: [F:1][C:2]1[CH:3]=[C:4]([C:9]2([OH:13])[CH2:12][NH:11][CH2:10]2)[CH:5]=[CH:6][C:7]=1[F:8].I[CH2:15][CH3:16]. (4) Given the product [CH2:16]([C:14]1[CH:13]=[CH:12][CH:11]=[C:10]2[C:15]=1[C:6]([CH2:4][OH:3])=[CH:7][CH:8]=[CH:9]2)[CH3:17], predict the reactants needed to synthesize it. The reactants are: C([O:3][C:4]([C:6]1[C:15]2[C:10](=[CH:11][CH:12]=[CH:13][C:14]=2[CH2:16][CH3:17])[CH:9]=[CH:8][CH:7]=1)=O)C.[H-].C([Al+]CC(C)C)C(C)C.O.Cl. (5) Given the product [Cl:22][C:23]1[CH:28]=[CH:27][CH:26]=[CH:25][C:24]=1[CH2:29][CH2:30][N:31]1[C:2](=[O:7])[C:3]2[C:4](=[CH:18][CH:19]=[CH:20][CH:21]=2)[N:5]=[C:6]1[C:8]1[CH:13]=[CH:12][CH:11]=[CH:10][C:9]=1[OH:14], predict the reactants needed to synthesize it. The reactants are: O=[C:2]1[O:7][C:6]([C:8]2[CH:13]=[CH:12][CH:11]=[CH:10][C:9]=2[O:14]C(=O)C)=[N:5][C:4]2[CH:18]=[CH:19][CH:20]=[CH:21][C:3]1=2.[Cl:22][C:23]1[CH:28]=[CH:27][CH:26]=[CH:25][C:24]=1[CH2:29][CH2:30][NH2:31]. (6) Given the product [Cl:3][C:20](=[O:21])[CH2:19][O:18][C:17]1[CH:16]=[C:15]([CH:25]=[CH:24][CH:23]=1)[C:13]([O:12][CH2:10][CH3:11])=[O:14], predict the reactants needed to synthesize it. The reactants are: S(Cl)([Cl:3])=O.CN(C)C=O.[CH2:10]([O:12][C:13]([C:15]1[CH:16]=[C:17]([CH:23]=[CH:24][CH:25]=1)[O:18][CH2:19][C:20](O)=[O:21])=[O:14])[CH3:11].